Predict the reaction yield, written as a fraction of the theoretical maximum amount of product (1.0 means a 100% yield; for example, 0.34 means a 34% yield). From a dataset of Reaction yield outcomes from USPTO patents with 853,638 reactions. (1) The reactants are Cl.O[CH:3]([C:22]1[CH:23]=[N:24][CH:25]=[CH:26][C:27]=1[NH:28][C:29](=[O:34])C(C)(C)C)[CH:4]([CH:9]1[CH2:14][CH2:13][N:12](C(OC(C)(C)C)=O)[CH2:11][CH2:10]1)C(OC)=O. The catalyst is O. The product is [NH:12]1[CH2:11][CH2:10][CH:9]([C:4]2[C:29](=[O:34])[NH:28][C:27]3[C:22]([CH:3]=2)=[CH:23][N:24]=[CH:25][CH:26]=3)[CH2:14][CH2:13]1. The yield is 0.770. (2) The reactants are C([O:8][N:9]1[C:15](=[O:16])[N:14]2[CH2:17][C@H:10]1[CH2:11][CH2:12][C@H:13]2[C:18]([NH:20][NH:21][C:22]1[CH:23]=[N:24][CH:25]=[CH:26][CH:27]=1)=[O:19])C1C=CC=CC=1. The catalyst is CO.[Pd]. The product is [OH:8][N:9]1[C:15](=[O:16])[N:14]2[CH2:17][C@H:10]1[CH2:11][CH2:12][C@H:13]2[C:18]([NH:20][NH:21][C:22]1[CH:23]=[N:24][CH:25]=[CH:26][CH:27]=1)=[O:19]. The yield is 0.870. (3) The reactants are [C:1]([O:9]CC)(=[O:8])[CH2:2][C:3](OCC)=O.[Cl:12][C:13]1[CH:14]=[C:15]([N+:20]([O-:22])=[O:21])[CH:16]=[CH:17]C=1Cl.C(=O)([O-])[O-].[Cs+].[Cs+].Cl. No catalyst specified. The product is [Cl:12][C:13]1[CH:14]=[C:15]([N+:20]([O-:22])=[O:21])[CH:16]=[CH:17][C:3]=1[CH2:2][C:1]([OH:9])=[O:8]. The yield is 0.870. (4) The reactants are Cl[C:2]1[CH:9]=[C:8]([O:10][CH2:11][CH3:12])[C:5]([C:6]#[N:7])=[CH:4][N:3]=1.[Br:13][C:14]1[CH:21]=[CH:20][C:19]([OH:22])=[CH:18][C:15]=1[CH:16]=[O:17].C([O-])([O-])=O.[K+].[K+]. The catalyst is CN(C)C=O.O. The product is [Br:13][C:14]1[CH:21]=[CH:20][C:19]([O:22][C:2]2[CH:9]=[C:8]([O:10][CH2:11][CH3:12])[C:5]([C:6]#[N:7])=[CH:4][N:3]=2)=[CH:18][C:15]=1[CH:16]=[O:17]. The yield is 0.730. (5) The reactants are [NH2:1][C@H:2]([C:5]([O:7][CH3:8])=[O:6])[CH2:3][OH:4].CCN(C(C)C)C(C)C.[S:18](Cl)([C:21]1[C:33]([CH3:34])=[C:32]2[C:26]([O:27][C:28]([CH2:31]2)([CH3:30])[CH3:29])=[C:24]([CH3:25])[C:22]=1[CH3:23])(=[O:20])=[O:19]. The catalyst is C(Cl)(Cl)Cl. The product is [NH:1]([S:18]([C:21]1[C:33]([CH3:34])=[C:32]2[C:26]([O:27][C:28]([CH2:31]2)([CH3:30])[CH3:29])=[C:24]([CH3:25])[C:22]=1[CH3:23])(=[O:19])=[O:20])[C@H:2]([C:5]([O:7][CH3:8])=[O:6])[CH2:3][OH:4]. The yield is 0.827. (6) The reactants are [CH2:1]([N:5]([CH2:43][CH2:44][CH2:45][CH3:46])[C:6]([C:8]1[N:9]=[C:10]([C:21]2[CH:30]=[CH:29][C:24]([C:25]([O:27][CH3:28])=[O:26])=[CH:23][C:22]=2[C:31]([N:33]2[CH2:42][CH2:41][C:40]3[C:35](=[CH:36][CH:37]=[CH:38][CH:39]=3)[CH2:34]2)=[O:32])[N:11](COCC[Si](C)(C)C)[CH:12]=1)=[O:7])[CH2:2][CH2:3][CH3:4].FC(F)(F)C(O)=O. The catalyst is C(Cl)Cl. The product is [CH2:43]([N:5]([CH2:1][CH2:2][CH2:3][CH3:4])[C:6]([C:8]1[N:9]=[C:10]([C:21]2[CH:30]=[CH:29][C:24]([C:25]([O:27][CH3:28])=[O:26])=[CH:23][C:22]=2[C:31]([N:33]2[CH2:42][CH2:41][C:40]3[C:35](=[CH:36][CH:37]=[CH:38][CH:39]=3)[CH2:34]2)=[O:32])[NH:11][CH:12]=1)=[O:7])[CH2:44][CH2:45][CH3:46]. The yield is 0.910. (7) The reactants are [Cl:1][C:2]1[N:6]2[CH:7]=[C:8]([O:15][CH:16]([CH3:18])[CH3:17])[CH:9]=[C:10]([C:11]([F:14])([F:13])[F:12])[C:5]2=[N:4][C:3]=1[C:19](OC)=[O:20].[OH-].[Na+].Cl.S(Cl)(Cl)=O.C(N(C(C)C)C(C)C)C.Cl.[NH:40]1[CH2:45][CH2:44][CH:43]([N:46]2[CH2:50][CH2:49][O:48][C:47]2=[O:51])[CH2:42][CH2:41]1. The catalyst is O1CCCC1.ClCCl.O. The product is [Cl:1][C:2]1[N:6]2[CH:7]=[C:8]([O:15][CH:16]([CH3:17])[CH3:18])[CH:9]=[C:10]([C:11]([F:14])([F:12])[F:13])[C:5]2=[N:4][C:3]=1[C:19]([N:40]1[CH2:41][CH2:42][CH:43]([N:46]2[CH2:50][CH2:49][O:48][C:47]2=[O:51])[CH2:44][CH2:45]1)=[O:20]. The yield is 0.440.